The task is: Predict the reactants needed to synthesize the given product.. This data is from Full USPTO retrosynthesis dataset with 1.9M reactions from patents (1976-2016). (1) Given the product [C:1]([N:4]1[CH2:9][CH2:8][C:7]2[N:10]([CH:37]3[CH2:38][CH2:39][O:40][CH2:41][CH2:42]3)[N:11]=[C:12]([N:13]3[C:22]4[C:17](=[CH:18][C:19]([C:27]5[CH:28]=[CH:29][C:30]([C:33]([NH:49][CH3:46])=[O:34])=[N:31][CH:32]=5)=[C:20]([C:23]([F:24])([F:25])[F:26])[CH:21]=4)[N:16]([CH3:36])[CH2:15][CH2:14]3)[C:6]=2[CH2:5]1)(=[O:3])[CH3:2], predict the reactants needed to synthesize it. The reactants are: [C:1]([N:4]1[CH2:9][CH2:8][C:7]2[N:10]([CH:37]3[CH2:42][CH2:41][O:40][CH2:39][CH2:38]3)[N:11]=[C:12]([N:13]3[C:22]4[C:17](=[CH:18][C:19]([C:27]5[CH:28]=[CH:29][C:30]([C:33](O)=[O:34])=[N:31][CH:32]=5)=[C:20]([C:23]([F:26])([F:25])[F:24])[CH:21]=4)[N:16]([CH3:36])[CH2:15][CH2:14]3)[C:6]=2[CH2:5]1)(=[O:3])[CH3:2].Cl.CN.[CH:46]([N:49](CC)C(C)C)(C)C.CN(C(ON1N=NC2C=CC=NC1=2)=[N+](C)C)C.F[P-](F)(F)(F)(F)F. (2) Given the product [C:30]([O:35][C:33]([N:32]1[CH2:50][CH2:51][C@H:52]([O:1][C:2]2[CH:3]=[CH:4][C:5]([C:6]([O:8][CH3:9])=[O:7])=[CH:10][CH:11]=2)[CH2:53]1)=[O:34])([CH3:29])([CH3:25])[CH3:43], predict the reactants needed to synthesize it. The reactants are: [OH:1][C:2]1[CH:11]=[CH:10][C:5]([C:6]([O:8][CH3:9])=[O:7])=[CH:4][CH:3]=1.C1(P([C:25]2[CH:30]=[CH:29]C=CC=2)C2C=CC=CC=2)C=CC=CC=1.[N:32]([C:33]([O:35]CC)=[O:34])=[N:32][C:33]([O:35]CC)=[O:34].[C:43](=O)([O-])[O-].[K+].[K+].O1[CH2:53][CH2:52][CH2:51][CH2:50]1. (3) Given the product [C:1]([O:5][C:6](=[O:18])[NH:7][C:8]1[NH:9][C:10]2[CH:16]=[CH:15][C:14]([NH:17][C:40](=[O:41])[C:39]([N:36]3[CH2:35][CH2:34][CH:33]([CH2:26][C:27]4[CH:28]=[CH:29][CH:30]=[CH:31][CH:32]=4)[CH2:38][CH2:37]3)=[O:43])=[CH:13][C:11]=2[N:12]=1)([CH3:4])([CH3:2])[CH3:3], predict the reactants needed to synthesize it. The reactants are: [C:1]([O:5][C:6](=[O:18])[NH:7][C:8]1[NH:12][C:11]2[CH:13]=[C:14]([NH2:17])[CH:15]=[CH:16][C:10]=2[N:9]=1)([CH3:4])([CH3:3])[CH3:2].C(N(CC)CC)C.[CH2:26]([CH:33]1[CH2:38][CH2:37][N:36]([C:39](=[O:43])[C:40](Cl)=[O:41])[CH2:35][CH2:34]1)[C:27]1[CH:32]=[CH:31][CH:30]=[CH:29][CH:28]=1.